From a dataset of Forward reaction prediction with 1.9M reactions from USPTO patents (1976-2016). Predict the product of the given reaction. (1) Given the reactants [N+:1]([C:4]1[CH:5]=[CH:6][C:7]2[N:12]=[C:11]([C:13]3[CH:18]=[CH:17][C:16]([C:19]([CH3:22])([CH3:21])[CH3:20])=[CH:15][CH:14]=3)[O:10][C:9](=[O:23])[C:8]=2[CH:24]=1)([O-:3])=[O:2].[CH3:25][O:26][C:27]1[CH:32]=[CH:31][C:30]([NH2:33])=[CH:29][CH:28]=1, predict the reaction product. The product is: [C:19]([C:16]1[CH:17]=[CH:18][C:13]([C:11]([NH:12][C:7]2[CH:6]=[CH:5][C:4]([N+:1]([O-:3])=[O:2])=[CH:24][C:8]=2[C:9]([NH:33][C:30]2[CH:31]=[CH:32][C:27]([O:26][CH3:25])=[CH:28][CH:29]=2)=[O:23])=[O:10])=[CH:14][CH:15]=1)([CH3:20])([CH3:22])[CH3:21]. (2) The product is: [F:1][C:2]1[CH:3]=[CH:4][C:5]([CH:8]([OH:23])[CH:9]([N:21]([CH3:22])[C:34]([C:24]2[C:33]3[C:28](=[CH:29][CH:30]=[CH:31][CH:32]=3)[CH:27]=[CH:26][CH:25]=2)=[O:35])[CH2:10][C:11]2[CH:16]=[CH:15][C:14]([C:17]([F:20])([F:19])[F:18])=[CH:13][CH:12]=2)=[CH:6][CH:7]=1. Given the reactants [F:1][C:2]1[CH:7]=[CH:6][C:5]([CH:8]([OH:23])[CH:9]([NH:21][CH3:22])[CH2:10][C:11]2[CH:16]=[CH:15][C:14]([C:17]([F:20])([F:19])[F:18])=[CH:13][CH:12]=2)=[CH:4][CH:3]=1.[C:24]1([C:34](Cl)=[O:35])[C:33]2[C:28](=[CH:29][CH:30]=[CH:31][CH:32]=2)[CH:27]=[CH:26][CH:25]=1.C(=O)([O-])O.[Na+], predict the reaction product. (3) Given the reactants [F:1][C:2]([F:7])([F:6])[C:3]([OH:5])=[O:4].[Br:8][C:9]1[C:10](=[O:35])[N:11]([CH2:26][C:27]2[CH:32]=[CH:31][N:30]=[C:29](C#N)[N:28]=2)[C:12]([CH3:25])=[CH:13][C:14]=1[O:15][CH2:16][C:17]1[CH:22]=[CH:21][C:20]([F:23])=[CH:19][C:18]=1[F:24].[OH-].[Na+], predict the reaction product. The product is: [F:1][C:2]([F:7])([F:6])[C:3]([OH:5])=[O:4].[Br:8][C:9]1[C:10](=[O:35])[N:11]([CH2:26][C:27]2[CH:32]=[CH:31][N:30]=[C:29]([O:4][CH3:3])[N:28]=2)[C:12]([CH3:25])=[CH:13][C:14]=1[O:15][CH2:16][C:17]1[CH:22]=[CH:21][C:20]([F:23])=[CH:19][C:18]=1[F:24]. (4) Given the reactants [NH2:1][C:2]1[CH:31]=[CH:30][C:5]([CH2:6][C:7]2[NH:15][C:14]3[C:13](=[O:16])[N:12]([CH2:17][C:18]4[CH:23]=[CH:22][CH:21]=[CH:20][C:19]=4[F:24])[C:11](=[O:25])[N:10]([CH2:26][CH2:27][CH2:28][CH3:29])[C:9]=3[N:8]=2)=[CH:4][CH:3]=1.[CH3:32][C:33]1[CH:38]=[C:37]([CH3:39])[CH:36]=[C:35]([CH3:40])[C:34]=1[S:41](Cl)(=[O:43])=[O:42], predict the reaction product. The product is: [CH2:26]([N:10]1[C:9]2[N:8]=[C:7]([CH2:6][C:5]3[CH:4]=[CH:3][C:2]([NH:1][S:41]([C:34]4[C:35]([CH3:40])=[CH:36][C:37]([CH3:39])=[CH:38][C:33]=4[CH3:32])(=[O:43])=[O:42])=[CH:31][CH:30]=3)[NH:15][C:14]=2[C:13](=[O:16])[N:12]([CH2:17][C:18]2[CH:23]=[CH:22][CH:21]=[CH:20][C:19]=2[F:24])[C:11]1=[O:25])[CH2:27][CH2:28][CH3:29].